Dataset: Peptide-MHC class II binding affinity with 134,281 pairs from IEDB. Task: Regression. Given a peptide amino acid sequence and an MHC pseudo amino acid sequence, predict their binding affinity value. This is MHC class II binding data. (1) The peptide sequence is AGSYAADLGYGPATP. The MHC is DRB1_1101 with pseudo-sequence DRB1_1101. The binding affinity (normalized) is 0.317. (2) The peptide sequence is MLHLLALFLH. The MHC is DRB1_0101 with pseudo-sequence DRB1_0101. The binding affinity (normalized) is 0.175.